Dataset: Full USPTO retrosynthesis dataset with 1.9M reactions from patents (1976-2016). Task: Predict the reactants needed to synthesize the given product. (1) Given the product [C@H:6]1([NH:3][C:4](=[O:15])[O:49][CH2:42][C:43]2[CH:48]=[CH:47][CH:46]=[CH:45][CH:44]=2)[CH2:7][CH2:35][CH2:34][C@@H:33]([NH:32][C:30](=[O:31])[O:29][C:25]([CH3:28])([CH3:27])[CH3:26])[CH2:38]1, predict the reactants needed to synthesize it. The reactants are: C([N:3]([CH2:6][CH3:7])[CH2:4]C)C.C1(P(N=[N+]=[N-])(C2C=CC=CC=2)=[O:15])C=CC=CC=1.[C:25]([O:29][C:30]([NH:32][C@@H:33]1[CH2:38]CC[C@H:35](C(O)=O)[CH2:34]1)=[O:31])([CH3:28])([CH3:27])[CH3:26].[CH2:42]([OH:49])[C:43]1[CH:48]=[CH:47][CH:46]=[CH:45][CH:44]=1. (2) Given the product [C:17]([O:16][C:14]([C:13]1[N:11]=[CH:12][O:5][C:4]=1[C:3]1[C:2]([Cl:1])=[N:10][CH:9]=[CH:8][CH:7]=1)=[O:15])([CH3:20])([CH3:19])[CH3:18], predict the reactants needed to synthesize it. The reactants are: [Cl:1][C:2]1[N:10]=[CH:9][CH:8]=[CH:7][C:3]=1[C:4](Cl)=[O:5].[N+:11]([CH2:13][C:14]([O:16][C:17]([CH3:20])([CH3:19])[CH3:18])=[O:15])#[C-:12].C(N(CC)CC)C. (3) Given the product [Br:25][C:26]1[CH:27]=[CH:28][C:29]2[N:34]=[C:51]([CH:49]3[CH2:50][CH:48]3[C:46]([O:45][CH3:44])=[O:47])[N:32]([CH3:33])[C:30]=2[CH:31]=1, predict the reactants needed to synthesize it. The reactants are: CN(C(ON1N=NC2C=CC=NC1=2)=[N+](C)C)C.F[P-](F)(F)(F)(F)F.[Br:25][C:26]1[CH:31]=[C:30]([NH:32][CH3:33])[C:29]([NH2:34])=[CH:28][CH:27]=1.C(N(CC)C(C)C)(C)C.[CH3:44][O:45][C:46]([CH:48]1[CH2:50][CH:49]1[C:51](O)=O)=[O:47]. (4) Given the product [CH3:1][C:2]1[C:7]([NH:8][C:9]([C:11]2[CH:12]=[CH:13][C:14]3[C@@:20]4([CH2:26][C:27]5[CH:28]=[CH:29][CH:30]=[CH:31][CH:32]=5)[CH2:21][CH2:22][C@@H:23]([OH:25])[CH2:24][C@H:19]4[CH2:18][CH2:17][CH2:16][C:15]=3[CH:33]=2)=[O:10])=[CH:6][CH:5]=[CH:4][N:3]=1.[CH3:34][C:35]1[C:40]([NH:41][C:42]([C:44]2[CH:45]=[CH:46][C:47]3[C@:53]4([CH2:59][C:60]5[CH:61]=[CH:62][CH:63]=[CH:64][CH:65]=5)[CH2:54][CH2:55][C@H:56]([OH:58])[CH2:57][C@@H:52]4[CH2:51][CH2:50][CH2:49][C:48]=3[CH:66]=2)=[O:43])=[CH:39][CH:38]=[CH:37][N:36]=1, predict the reactants needed to synthesize it. The reactants are: [CH3:1][C:2]1[C:7]([NH:8][C:9]([C:11]2[CH:12]=[CH:13][C:14]3[C@@:20]4([CH2:26][C:27]5[CH:32]=[CH:31][CH:30]=[CH:29][CH:28]=5)[CH2:21][CH2:22][C:23](=[O:25])[CH2:24][C@H:19]4[CH2:18][CH2:17][CH2:16][C:15]=3[CH:33]=2)=[O:10])=[CH:6][CH:5]=[CH:4][N:3]=1.[CH3:34][C:35]1[C:40]([NH:41][C:42]([C:44]2[CH:45]=[CH:46][C:47]3[C@:53]4([CH2:59][C:60]5[CH:65]=[CH:64][CH:63]=[CH:62][CH:61]=5)[CH2:54][CH2:55][C:56](=[O:58])[CH2:57][C@@H:52]4[CH2:51][CH2:50][CH2:49][C:48]=3[CH:66]=2)=[O:43])=[CH:39][CH:38]=[CH:37][N:36]=1.[BH4-].[Na+]. (5) The reactants are: I[C:2]1[CH:7]=[CH:6][C:5]([CH3:8])=[C:4]([CH3:9])[CH:3]=1.C1(P(C2C=CC=CC=2)C2C=CC=CC=2)C=CC=CC=1.[CH2:29]([OH:32])[C:30]#[CH:31].C(N(C(C)C)CC)(C)C. Given the product [CH3:9][C:4]1[CH:3]=[C:2]([C:31]#[C:30][CH2:29][OH:32])[CH:7]=[CH:6][C:5]=1[CH3:8], predict the reactants needed to synthesize it.